Dataset: Full USPTO retrosynthesis dataset with 1.9M reactions from patents (1976-2016). Task: Predict the reactants needed to synthesize the given product. Given the product [CH:12]12[CH2:14][CH:9]([NH:8][CH2:13]1)[CH2:10][N:11]2[C:15]1[C:23]2[C:18](=[CH:19][C:20]([F:24])=[CH:21][CH:22]=2)[N:17]([C:25]2[CH:30]=[CH:29][N:28]=[C:27]([NH:31][CH:32]([C:34]3[CH:35]=[CH:36][CH:37]=[CH:38][CH:39]=3)[CH3:33])[CH:26]=2)[N:16]=1, predict the reactants needed to synthesize it. The reactants are: C(OC([N:8]1[CH2:13][CH:12]2[CH2:14][CH:9]1[CH2:10][N:11]2[C:15]1[C:23]2[C:18](=[CH:19][C:20]([F:24])=[CH:21][CH:22]=2)[N:17]([C:25]2[CH:30]=[CH:29][N:28]=[C:27]([NH:31][CH:32]([C:34]3[CH:39]=[CH:38][CH:37]=[CH:36][CH:35]=3)[CH3:33])[CH:26]=2)[N:16]=1)=O)(C)(C)C.ClCCl.C(=O)(O)[O-].[Na+].